From a dataset of Forward reaction prediction with 1.9M reactions from USPTO patents (1976-2016). Predict the product of the given reaction. (1) Given the reactants [CH3:1][C:2]1[N:6]=[C:5]([C:7]2[CH:8]=[CH:9][C:10]([O:15][CH2:16][CH:17]([CH3:19])[CH3:18])=[C:11]([C:13]#[N:14])[CH:12]=2)[S:4][C:3]=1[C:20]([OH:22])=[O:21].O1CCOCC1, predict the reaction product. The product is: [CH3:1][C:2]1[N:6]=[C:5]([C:7]2[CH:8]=[CH:9][C:10]([O:15][CH2:16][CH:17]([CH3:19])[CH3:18])=[C:11]([C:13]#[N:14])[CH:12]=2)[S:4][C:3]=1[C:20]([OH:22])=[O:21]. (2) Given the reactants [CH2:1]([C:3]1[CH:8]=[CH:7][C:6]([OH:9])=[CH:5][C:4]=1[C:10]1[CH:15]=[CH:14][C:13]([C:16](=[O:19])[CH2:17][CH3:18])=[CH:12][C:11]=1[CH2:20][CH2:21][CH3:22])[CH3:2].[C:23]([O:31][CH2:32][C:33]1[CH:34]=[C:35]([CH:38]=[CH:39][C:40]=1[CH2:41][O:42][C:43](=[O:50])[C:44]1[CH:49]=[CH:48][CH:47]=[CH:46][CH:45]=1)[CH2:36]Br)(=[O:30])[C:24]1[CH:29]=[CH:28][CH:27]=[CH:26][CH:25]=1, predict the reaction product. The product is: [C:23]([O:31][CH2:32][C:33]1[CH:34]=[C:35]([CH:38]=[CH:39][C:40]=1[CH2:41][O:42][C:43](=[O:50])[C:44]1[CH:45]=[CH:46][CH:47]=[CH:48][CH:49]=1)[CH2:36][O:9][C:6]1[CH:7]=[CH:8][C:3]([CH2:1][CH3:2])=[C:4]([C:10]2[CH:15]=[CH:14][C:13]([C:16](=[O:19])[CH2:17][CH3:18])=[CH:12][C:11]=2[CH2:20][CH2:21][CH3:22])[CH:5]=1)(=[O:30])[C:24]1[CH:25]=[CH:26][CH:27]=[CH:28][CH:29]=1. (3) Given the reactants [F:1][C:2]1[N:12]=[CH:11][C:5]2[NH:6][C:7](=O)[N:8]=[CH:9][C:4]=2[CH:3]=1.S(Cl)(Cl)=O.[Cl:17][C:18]1[CH:19]=[C:20]([CH:22]=[CH:23][C:24]=1[O:25][CH2:26][C:27]1[CH:32]=[CH:31][CH:30]=[CH:29][N:28]=1)[NH2:21], predict the reaction product. The product is: [Cl:17][C:18]1[CH:19]=[C:20]([NH:21][C:9]2[C:4]3[CH:3]=[C:2]([F:1])[N:12]=[CH:11][C:5]=3[N:6]=[CH:7][N:8]=2)[CH:22]=[CH:23][C:24]=1[O:25][CH2:26][C:27]1[CH:32]=[CH:31][CH:30]=[CH:29][N:28]=1. (4) Given the reactants [Na+].[CH3:2][C:3]1[CH:8]=[CH:7][CH:6]=[C:5]([CH3:9])[C:4]=1[CH2:10][S:11]([O-:14])(=[O:13])=[O:12].Cl, predict the reaction product. The product is: [CH3:9][C:5]1[CH:6]=[CH:7][CH:8]=[C:3]([CH3:2])[C:4]=1[CH2:10][S:11]([OH:14])(=[O:13])=[O:12]. (5) Given the reactants [NH2:1][C:2]1[CH:7]=[CH:6][C:5]([CH2:8][C:9]([O:11][CH2:12][CH3:13])=[O:10])=[CH:4][C:3]=1[O:14][CH2:15][CH:16]1[CH2:18][CH2:17]1.C1C(=O)N([Cl:26])C(=O)C1, predict the reaction product. The product is: [NH2:1][C:2]1[C:3]([O:14][CH2:15][CH:16]2[CH2:18][CH2:17]2)=[CH:4][C:5]([CH2:8][C:9]([O:11][CH2:12][CH3:13])=[O:10])=[CH:6][C:7]=1[Cl:26]. (6) Given the reactants [CH3:1][O:2][C:3]1[CH:4]=[C:5]([CH:8]=[CH:9][CH:10]=1)[CH2:6][NH2:7].[Br:11][CH2:12][CH2:13][CH2:14][CH2:15][C:16]1([C:29](Cl)=[O:30])[C:28]2[CH:27]=[CH:26][CH:25]=[CH:24][C:23]=2[C:22]2[C:17]1=[CH:18][CH:19]=[CH:20][CH:21]=2, predict the reaction product. The product is: [CH3:1][O:2][C:3]1[CH:4]=[C:5]([CH:8]=[CH:9][CH:10]=1)[CH2:6][NH:7][C:29]([C:16]1([CH2:15][CH2:14][CH2:13][CH2:12][Br:11])[C:28]2[CH:27]=[CH:26][CH:25]=[CH:24][C:23]=2[C:22]2[C:17]1=[CH:18][CH:19]=[CH:20][CH:21]=2)=[O:30].